Dataset: Full USPTO retrosynthesis dataset with 1.9M reactions from patents (1976-2016). Task: Predict the reactants needed to synthesize the given product. (1) Given the product [Cl:1][C:2]1[CH:3]=[CH:4][C:5]([S:21]([CH2:24][CH3:25])(=[O:23])=[O:22])=[C:6]([CH:20]=1)[NH:7][N:8]1[C:17](=[O:18])[C:16]2[C:11](=[CH:12][CH:13]=[C:14]([CH:26]=[CH2:27])[CH:15]=2)[N:10]=[CH:9]1, predict the reactants needed to synthesize it. The reactants are: [Cl:1][C:2]1[CH:3]=[CH:4][C:5]([S:21]([CH2:24][CH3:25])(=[O:23])=[O:22])=[C:6]([CH:20]=1)[NH:7][N:8]1[C:17](=[O:18])[C:16]2[C:11](=[CH:12][CH:13]=[C:14](I)[CH:15]=2)[N:10]=[CH:9]1.[CH:26]([B-](F)(F)F)=[CH2:27].[K+].B(O)O. (2) Given the product [S:3]1[CH:25]=[CH:24][N:4]=[C:2]1[NH:1][CH2:5][CH2:6][C:7]1[CH:8]=[CH:9][C:10]([CH2:13][CH2:14][C:15]2[N:16]=[C:17]([NH:20][C:21](=[O:23])[CH3:22])[S:18][CH:19]=2)=[CH:11][CH:12]=1, predict the reactants needed to synthesize it. The reactants are: [NH:1]([CH2:5][CH2:6][C:7]1[CH:12]=[CH:11][C:10]([CH2:13][CH2:14][C:15]2[N:16]=[C:17]([NH:20][C:21](=[O:23])[CH3:22])[S:18][CH:19]=2)=[CH:9][CH:8]=1)[C:2]([NH2:4])=[S:3].[CH2:24](OC(OCC)CBr)[CH3:25]. (3) The reactants are: [F:1][C:2]1[CH:22]=[CH:21][C:5]([CH2:6][C:7]2[N:11]([CH2:12][C:13]([OH:15])=O)[N:10]=[C:9]([C:16]3[N:17]=[CH:18][NH:19][CH:20]=3)[CH:8]=2)=[CH:4][CH:3]=1.[NH:23]1[CH2:28][CH2:27][CH2:26][C@@H:25]([OH:29])[CH2:24]1.CCN=C=NCCCN(C)C.C1C=CC2N(O)N=NC=2C=1.CN1CCOCC1. Given the product [F:1][C:2]1[CH:3]=[CH:4][C:5]([CH2:6][C:7]2[N:11]([CH2:12][C:13]([N:23]3[CH2:28][CH2:27][CH2:26][C@@H:25]([OH:29])[CH2:24]3)=[O:15])[N:10]=[C:9]([C:16]3[N:17]=[CH:18][NH:19][CH:20]=3)[CH:8]=2)=[CH:21][CH:22]=1, predict the reactants needed to synthesize it. (4) Given the product [F:1][C:2]1[CH:7]=[C:6]([CH2:8][O:9][CH3:10])[CH:5]=[C:4]([F:11])[C:3]=1[B:21]1[O:25][C:24]([CH3:27])([CH3:26])[C:23]([CH3:29])([CH3:28])[O:22]1, predict the reactants needed to synthesize it. The reactants are: [F:1][C:2]1[CH:7]=[C:6]([CH2:8][O:9][CH3:10])[CH:5]=[C:4]([F:11])[CH:3]=1.[Li]CCCC.C(O[B:21]1[O:25][C:24]([CH3:27])([CH3:26])[C:23]([CH3:29])([CH3:28])[O:22]1)(C)C.